Task: Predict the reaction yield, written as a fraction of the theoretical maximum amount of product (1.0 means a 100% yield; for example, 0.34 means a 34% yield).. Dataset: Reaction yield outcomes from USPTO patents with 853,638 reactions (1) The reactants are [F:1][C:2]1[CH:7]=[CH:6][C:5]([C:8]2[N:9]([Si](C(C)C)(C(C)C)C(C)C)[CH:10]=[C:11]([C:19]3(O)[CH2:25][CH:24]4[N:26]([CH3:27])[CH:21]([CH2:22][CH2:23]4)[CH2:20]3)[C:12]=2[C:13]2[CH:18]=[CH:17][N:16]=[CH:15][CH:14]=2)=[CH:4][CH:3]=1.C([SiH](CC)CC)C.FC(F)(F)C(O)=O.[F-].C([N+](CCCC)(CCCC)CCCC)CCC. No catalyst specified. The product is [F:1][C:2]1[CH:7]=[CH:6][C:5]([C:8]2[NH:9][CH:10]=[C:11]([C:19]3[CH2:25][CH:24]4[N:26]([CH3:27])[CH:21]([CH2:22][CH2:23]4)[CH:20]=3)[C:12]=2[C:13]2[CH:18]=[CH:17][N:16]=[CH:15][CH:14]=2)=[CH:4][CH:3]=1. The yield is 0.830. (2) The reactants are [Br:1][C:2]1[C:3]([CH3:9])=[CH:4][C:5]([OH:8])=[N:6][CH:7]=1.[H-].[Na+].[CH3:12]I.[NH4+].[Cl-]. The catalyst is C1COCC1. The product is [Br:1][C:2]1[C:3]([CH3:9])=[CH:4][C:5](=[O:8])[N:6]([CH3:12])[CH:7]=1. The yield is 0.833. (3) The reactants are [C:1]([C:5]1[CH:30]=[CH:29][C:8]([CH2:9][N:10]2[CH2:14][CH:13]([CH2:15][CH2:16][CH2:17][C:18]3[CH:23]=[CH:22][C:21]([O:24][CH3:25])=[C:20](I)[CH:19]=3)[N:12]([CH3:27])[C:11]2=[O:28])=[CH:7][CH:6]=1)([CH3:4])([CH3:3])[CH3:2].[CH3:31]B(O)O.C(=O)([O-])[O-].[Cs+].[Cs+]. The catalyst is O1CCOCC1. The product is [C:1]([C:5]1[CH:30]=[CH:29][C:8]([CH2:9][N:10]2[CH2:14][CH:13]([CH2:15][CH2:16][CH2:17][C:18]3[CH:23]=[CH:22][C:21]([O:24][CH3:25])=[C:20]([CH3:31])[CH:19]=3)[N:12]([CH3:27])[C:11]2=[O:28])=[CH:7][CH:6]=1)([CH3:4])([CH3:3])[CH3:2]. The yield is 0.650. (4) The reactants are [CH3:1][C@H:2]([NH:5][C:6](=[O:12])[O:7][C:8]([CH3:11])([CH3:10])[CH3:9])[C:3]#[CH:4].[N:13]([C:16]1[CH:21]=[CH:20][C:19]([Cl:22])=[CH:18][CH:17]=1)=[N+:14]=[N-:15].C(N(C(C)C)C(C)C)C. The catalyst is C(#N)C.[Cu]I. The product is [Cl:22][C:19]1[CH:20]=[CH:21][C:16]([N:13]2[CH:4]=[C:3]([C@@H:2]([NH:5][C:6](=[O:12])[O:7][C:8]([CH3:11])([CH3:10])[CH3:9])[CH3:1])[N:15]=[N:14]2)=[CH:17][CH:18]=1. The yield is 0.900. (5) The yield is 0.490. The product is [Br:8][C:4]1[CH:5]=[CH:6][CH:7]=[C:2]([CH:10]2[CH2:14][CH2:13][CH2:12][CH2:11]2)[N:3]=1. The catalyst is O1CCCC1.[Cu]I.[Pd](Cl)Cl.C1(P(C2C=CC=CC=2)[C-]2C=CC=C2)C=CC=CC=1.[C-]1(P(C2C=CC=CC=2)C2C=CC=CC=2)C=CC=C1.[Fe+2]. The reactants are Br[C:2]1[CH:7]=[CH:6][CH:5]=[C:4]([Br:8])[N:3]=1.[Br-].[CH:10]1([Zn+])[CH2:14][CH2:13][CH2:12][CH2:11]1. (6) The yield is 0.310. The catalyst is O1CCCC1.CO. The reactants are Cl[CH2:2][CH2:3][CH2:4][C:5](Cl)=[O:6].[Cl:8][C:9]1[CH:10]=[CH:11][C:12]([NH2:30])=[C:13]2[C:17]=1[N:16]=[C:15]1[N:18]([C:22]3[CH:27]=[CH:26][C:25]([Cl:28])=[CH:24][C:23]=3[Cl:29])[CH2:19][CH2:20][CH2:21][N:14]21.C(N(CC)CC)C.CC(C)([O-])C.[K+]. The product is [Cl:8][C:9]1[C:17]2[N:16]=[C:15]3[N:18]([C:22]4[CH:27]=[CH:26][C:25]([Cl:28])=[CH:24][C:23]=4[Cl:29])[CH2:19][CH2:20][CH2:21][N:14]3[C:13]=2[C:12]([N:30]2[CH2:2][CH2:3][CH2:4][C:5]2=[O:6])=[CH:11][CH:10]=1.